From a dataset of Forward reaction prediction with 1.9M reactions from USPTO patents (1976-2016). Predict the product of the given reaction. (1) Given the reactants [CH3:1][O:2][C:3](=[O:37])[CH:4]([C:9]1[CH:10]=[C:11]([C:23]2[CH:28]=[C:27]([C:29]([F:32])([F:31])[F:30])[CH:26]=[C:25]([C:33]([F:36])([F:35])[F:34])[CH:24]=2)[CH:12]=[C:13](OS(C(F)(F)F)(=O)=O)[CH:14]=1)[CH2:5][CH:6]([CH3:8])[CH3:7].[C:38]([C:40]1[CH:41]=[C:42](B(O)O)[CH:43]=[CH:44][CH:45]=1)#[N:39], predict the reaction product. The product is: [CH3:1][O:2][C:3](=[O:37])[CH:4]([C:9]1[CH:10]=[C:11]([C:23]2[CH:28]=[C:27]([C:29]([F:31])([F:32])[F:30])[CH:26]=[C:25]([C:33]([F:34])([F:36])[F:35])[CH:24]=2)[CH:12]=[C:13]([C:44]2[CH:43]=[CH:42][CH:41]=[C:40]([C:38]#[N:39])[CH:45]=2)[CH:14]=1)[CH2:5][CH:6]([CH3:7])[CH3:8]. (2) Given the reactants [CH3:1][C@@H:2]1[CH2:6][CH2:5][CH2:4][NH:3]1.C(=O)([O-])[O-].[K+].[K+].Br[CH2:14][CH2:15][O:16][C:17]1[CH:18]=[C:19]([CH:25]=[CH:26][CH:27]=1)[C:20]([O:22][CH2:23][CH3:24])=[O:21], predict the reaction product. The product is: [CH3:1][C@@H:2]1[CH2:6][CH2:5][CH2:4][N:3]1[CH2:14][CH2:15][O:16][C:17]1[CH:18]=[C:19]([CH:25]=[CH:26][CH:27]=1)[C:20]([O:22][CH2:23][CH3:24])=[O:21].